This data is from Full USPTO retrosynthesis dataset with 1.9M reactions from patents (1976-2016). The task is: Predict the reactants needed to synthesize the given product. (1) Given the product [Cl:1][C:2]1[CH:3]=[C:4]([C:8]2[O:9][N:10]=[C:11]3[CH:16]=[CH:15][C:14]([C:17]([C:19]4[CH:28]=[CH:27][C:22]5[O:23][CH2:24][CH2:25][O:26][C:21]=5[CH:20]=4)=[O:18])=[CH:13][C:12]=23)[CH:5]=[CH:6][CH:7]=1, predict the reactants needed to synthesize it. The reactants are: [Cl:1][C:2]1[CH:3]=[C:4]([C:8]2[O:9][N:10]=[C:11]3[CH:16]=[CH:15][C:14]([CH:17]([C:19]4[CH:28]=[CH:27][C:22]5[O:23][CH2:24][CH2:25][O:26][C:21]=5[CH:20]=4)[OH:18])=[CH:13][C:12]=23)[CH:5]=[CH:6][CH:7]=1. (2) The reactants are: [NH2:1][CH:2]([C:6]1[CH:11]=[CH:10][C:9]([Cl:12])=[CH:8][CH:7]=1)[CH2:3][CH2:4][OH:5].[N:13]([C:16]1[CH:21]=[CH:20][C:19]([C:22]2[N:26]=[CH:25][N:24]([C:27]3[CH:32]=[CH:31][C:30]([O:33][C:34]([F:37])([F:36])[F:35])=[CH:29][CH:28]=3)[N:23]=2)=[CH:18][CH:17]=1)=[C:14]=S. Given the product [Cl:12][C:9]1[CH:8]=[CH:7][C:6]([CH:2]2[CH2:3][CH2:4][O:5][C:14]([NH:13][C:16]3[CH:17]=[CH:18][C:19]([C:22]4[N:26]=[CH:25][N:24]([C:27]5[CH:32]=[CH:31][C:30]([O:33][C:34]([F:37])([F:35])[F:36])=[CH:29][CH:28]=5)[N:23]=4)=[CH:20][CH:21]=3)=[N:1]2)=[CH:11][CH:10]=1, predict the reactants needed to synthesize it.